From a dataset of Forward reaction prediction with 1.9M reactions from USPTO patents (1976-2016). Predict the product of the given reaction. (1) Given the reactants CC1O[C:6](=[O:8])[C:5]2[CH:9]=[C:10]([O:13][CH3:14])[CH:11]=[CH:12][C:4]=2[N:3]=1.[Cl:15][C:16]1[CH:21]=[CH:20][C:19]([Mg]Br)=[CH:18][CH:17]=1, predict the reaction product. The product is: [NH2:3][C:4]1[CH:12]=[CH:11][C:10]([O:13][CH3:14])=[CH:9][C:5]=1[C:6]([C:19]1[CH:20]=[CH:21][C:16]([Cl:15])=[CH:17][CH:18]=1)=[O:8]. (2) The product is: [C:1]([O:5][C:6]([N:8]1[CH2:21][CH2:20][C:11]2[C:12]3[C:17]([NH:27][C:26]4[CH:28]=[CH:29][C:23]([F:22])=[CH:24][C:25]=4[O:30][CH:31]4[CH2:36][CH2:35][O:34][CH2:33][CH2:32]4)=[N:16][CH:15]=[N:14][C:13]=3[S:19][C:10]=2[CH2:9]1)=[O:7])([CH3:4])([CH3:3])[CH3:2]. Given the reactants [C:1]([O:5][C:6]([N:8]1[CH2:21][CH2:20][C:11]2[C:12]3[C:17](Cl)=[N:16][CH:15]=[N:14][C:13]=3[S:19][C:10]=2[CH2:9]1)=[O:7])([CH3:4])([CH3:3])[CH3:2].[F:22][C:23]1[CH:29]=[CH:28][C:26]([NH2:27])=[C:25]([O:30][CH:31]2[CH2:36][CH2:35][O:34][CH2:33][CH2:32]2)[CH:24]=1.C1(C)C=CC(S(O)(=O)=O)=CC=1, predict the reaction product. (3) Given the reactants [F:1][C:2]([F:15])([F:14])[S:3]([O:6]S(C(F)(F)F)(=O)=O)(=[O:5])=[O:4].O[C:17]1[CH:18]=[CH:19][C:20]2[CH:26]([CH2:27][CH2:28][C:29]([O:31][CH3:32])=[O:30])[N:25]([C:33]([O:35][C:36]([CH3:39])([CH3:38])[CH3:37])=[O:34])[CH2:24][CH2:23][CH2:22][C:21]=2[CH:40]=1.CCOCC, predict the reaction product. The product is: [CH3:32][O:31][C:29](=[O:30])[CH2:28][CH2:27][CH:26]1[C:20]2[CH:19]=[CH:18][C:17]([O:6][S:3]([C:2]([F:15])([F:14])[F:1])(=[O:5])=[O:4])=[CH:40][C:21]=2[CH2:22][CH2:23][CH2:24][N:25]1[C:33]([O:35][C:36]([CH3:38])([CH3:37])[CH3:39])=[O:34]. (4) Given the reactants Br[C:2]1[C:3]([CH3:18])=[C:4]([N:8]2[C:12]3=[N:13][CH:14]=[N:15][C:16]([OH:17])=[C:11]3[CH:10]=[N:9]2)[CH:5]=[CH:6][CH:7]=1.CC1(C)C2C=CC=C(P(C3C=CC=CC=3)C3C=CC=CC=3)C=2OC2C1=CC=CC=2P(C1C=CC=CC=1)C1C=CC=CC=1.[CH3:61][N:62](C=O)C, predict the reaction product. The product is: [OH:17][C:16]1[N:15]=[CH:14][N:13]=[C:12]2[N:8]([C:4]3[C:3]([CH3:18])=[C:2]([CH:7]=[CH:6][CH:5]=3)[C:61]#[N:62])[N:9]=[CH:10][C:11]=12.